The task is: Predict the product of the given reaction.. This data is from Forward reaction prediction with 1.9M reactions from USPTO patents (1976-2016). (1) Given the reactants C(OC([N:8]1[CH2:13][CH2:12][CH:11]([NH:14][C:15](=[O:45])[C:16]2[CH:21]=[CH:20][C:19]([NH:22][C:23]3[N:24]=[CH:25][C:26]4[N:32]([CH3:33])[C:31](=[O:34])[C:30]([F:36])([F:35])[CH2:29][N:28]([CH:37]5[CH2:41][CH2:40][CH2:39][CH2:38]5)[C:27]=4[N:42]=3)=[C:18]([O:43][CH3:44])[CH:17]=2)[CH:10]([O:46][CH3:47])[CH2:9]1)=O)(C)(C)C.FC(F)(F)C(O)=O.ClCCl, predict the reaction product. The product is: [CH:37]1([N:28]2[CH2:29][C:30]([F:35])([F:36])[C:31](=[O:34])[N:32]([CH3:33])[C:26]3[CH:25]=[N:24][C:23]([NH:22][C:19]4[CH:20]=[CH:21][C:16]([C:15]([NH:14][CH:11]5[CH2:12][CH2:13][NH:8][CH2:9][CH:10]5[O:46][CH3:47])=[O:45])=[CH:17][C:18]=4[O:43][CH3:44])=[N:42][C:27]2=3)[CH2:41][CH2:40][CH2:39][CH2:38]1. (2) Given the reactants Br[C:2]1[CH:17]=[N:16][C:5]2[NH:6][C:7]3[CH:12]=[N:11][C:10]([C:13]([OH:15])=[O:14])=[CH:9][C:8]=3[C:4]=2[CH:3]=1.[F:18][C:19]([F:30])([F:29])[C:20]1[CH:21]=[C:22](B(O)O)[CH:23]=[CH:24][CH:25]=1.S(=O)(=O)(O)O, predict the reaction product. The product is: [F:18][C:19]([F:30])([F:29])[C:20]1[CH:25]=[C:24]([C:2]2[CH:17]=[N:16][C:5]3[NH:6][C:7]4[CH:12]=[N:11][C:10]([C:13]([OH:15])=[O:14])=[CH:9][C:8]=4[C:4]=3[CH:3]=2)[CH:23]=[CH:22][CH:21]=1. (3) Given the reactants [CH3:1][C:2]1[CH:3]=[N:4][C:5]([CH2:11][S+:12]([O-:24])[C:13]2[NH:14][C:15]3[CH:16]=[CH:17][C:18]([O:22][CH3:23])=[CH:19][C:20]=3[N:21]=2)=[C:6]([CH3:10])[C:7]=1[O:8][CH3:9].C1(C)C=CC=CC=1.[CH:32]1[CH:37]=[C:36]2[CH:38]=[CH:39][C:40]([OH:53])=[C:41]([C:42]3[C:51]4[C:46](=[CH:47][CH:48]=[CH:49][CH:50]=4)[CH:45]=[CH:44][C:43]=3[OH:52])[C:35]2=[CH:34][CH:33]=1, predict the reaction product. The product is: [CH3:1][C:2]1[C:7]([O:8][CH3:9])=[C:6]([CH3:10])[C:5]([CH2:11][S@@:12]([C:13]2[NH:21][C:20]3[CH:19]=[C:18]([O:22][CH3:23])[CH:17]=[CH:16][C:15]=3[N:14]=2)=[O:24])=[N:4][CH:3]=1.[CH:48]1[CH:47]=[C:46]2[CH:45]=[CH:44][C:43]([OH:52])=[C:42]([C:41]3[C:35]4[C:36](=[CH:37][CH:32]=[CH:33][CH:34]=4)[CH:38]=[CH:39][C:40]=3[OH:53])[C:51]2=[CH:50][CH:49]=1. (4) The product is: [F:28][C:22]1[CH:23]=[C:24]([F:27])[CH:25]=[CH:26][C:21]=1[C:17]1[CH2:30][CH2:19][C:18]=1[NH:13][CH:12]=[O:1]. Given the reactants [OH-:1].[Na+].C1(C)C(S([CH2:12][N+:13]#[C-])(=O)=O)=CC=CC=1.Cl[CH:17]([C:21]1[CH:26]=[CH:25][C:24]([F:27])=[CH:23][C:22]=1[F:28])[CH2:18][CH2:19]Cl.O.[CH3:30]S(C)=O, predict the reaction product. (5) Given the reactants [C:1]1([CH2:7][OH:8])[CH:6]=[CH:5][CH:4]=[CH:3][CH:2]=1.[H-].[Na+].[Cl:11][C:12]1[N:13]=[N:14][C:15](Cl)=[CH:16][C:17]=1Cl.[OH2:20], predict the reaction product. The product is: [CH2:7]([O:8][C:15]1[N:14]=[N:13][C:12]([Cl:11])=[CH:17][C:16]=1[O:20][CH2:7][C:1]1[CH:6]=[CH:5][CH:4]=[CH:3][CH:2]=1)[C:1]1[CH:6]=[CH:5][CH:4]=[CH:3][CH:2]=1. (6) Given the reactants [F:1][C:2]1[C:21]([F:22])=[CH:20][CH:19]=[CH:18][C:3]=1[CH2:4][N:5]1[C:9]2=[N:10][CH:11]=[CH:12][CH:13]=[C:8]2[C:7]([C:14](=[N:16][OH:17])[NH2:15])=[N:6]1.N1C=CC=CC=1.Cl[C:30](OCC(C)C)=[O:31], predict the reaction product. The product is: [F:1][C:2]1[C:21]([F:22])=[CH:20][CH:19]=[CH:18][C:3]=1[CH2:4][N:5]1[C:9]2=[N:10][CH:11]=[CH:12][CH:13]=[C:8]2[C:7]([C:14]2[NH:15][C:30](=[O:31])[O:17][N:16]=2)=[N:6]1. (7) The product is: [Br:1][C:2]1[CH:7]=[CH:6][C:5]([C:8]([F:11])([F:10])[F:9])=[C:4]([O:17][CH3:16])[CH:3]=1. Given the reactants [Br:1][C:2]1[CH:7]=[CH:6][C:5]([C:8]([F:11])([F:10])[F:9])=[C:4](F)[CH:3]=1.CN([CH:16]=[O:17])C.C[O-].[Na+], predict the reaction product. (8) Given the reactants [C:1]([C:5]1[CH:15]=[C:14]([S:16](/[CH:19]=[CH:20]/[C:21]#[N:22])(=[O:18])=[O:17])[CH:13]=[CH:12][C:6]=1[O:7][CH2:8][C:9](O)=[O:10])([CH3:4])([CH3:3])[CH3:2].Cl.CN(C)CCCN=C=NCC.ON1C2C=CC=CC=2N=N1.[F:45][C:46]1[CH:53]=[CH:52][C:49]([CH2:50][NH2:51])=[CH:48][CH:47]=1, predict the reaction product. The product is: [C:1]([C:5]1[CH:15]=[C:14]([S:16](/[CH:19]=[CH:20]/[C:21]#[N:22])(=[O:18])=[O:17])[CH:13]=[CH:12][C:6]=1[O:7][CH2:8][C:9]([NH:51][CH2:50][C:49]1[CH:52]=[CH:53][C:46]([F:45])=[CH:47][CH:48]=1)=[O:10])([CH3:3])([CH3:2])[CH3:4]. (9) Given the reactants [NH2:1][C:2]1[CH:11]=[C:10]([C:12]2[C:21]3[C:16](=[CH:17][C:18]([O:27][CH2:28][CH3:29])=[C:19]4[O:24][C:23]([CH3:26])([CH3:25])[CH2:22][C:20]4=3)[CH2:15][C:14]([CH3:31])([CH3:30])[N:13]=2)[CH:9]=[CH:8][C:3]=1[C:4]([NH:6][CH3:7])=[O:5].C(N(CC)CC)C.[C:39](Cl)(=[O:46])[C:40]1[CH:45]=[CH:44][CH:43]=[CH:42][CH:41]=1.C(=O)([O-])O.[Na+], predict the reaction product. The product is: [C:39]([NH:1][C:2]1[CH:11]=[C:10]([C:12]2[C:21]3[C:16](=[CH:17][C:18]([O:27][CH2:28][CH3:29])=[C:19]4[O:24][C:23]([CH3:26])([CH3:25])[CH2:22][C:20]4=3)[CH2:15][C:14]([CH3:30])([CH3:31])[N:13]=2)[CH:9]=[CH:8][C:3]=1[C:4]([NH:6][CH3:7])=[O:5])(=[O:46])[C:40]1[CH:45]=[CH:44][CH:43]=[CH:42][CH:41]=1.